Task: Predict the product of the given reaction.. Dataset: Forward reaction prediction with 1.9M reactions from USPTO patents (1976-2016) (1) Given the reactants [CH3:1][O:2][C:3]([C@H:5]1[C@H:10]([CH3:11])[O:9][C@@H:8]([CH3:12])[CH2:7][N:6]1[S:13][C:14]1[CH:19]=[CH:18][C:17]([OH:20])=[CH:16][CH:15]=1)=[O:4].[CH3:21][C:22]1[CH:29]=[CH:28][CH:27]=[CH:26][C:23]=1[CH2:24]Br.C(=O)([O-])[O-].[Cs+].[Cs+].C(OCC)C, predict the reaction product. The product is: [CH3:1][O:2][C:3]([C@H:5]1[C@H:10]([CH3:11])[O:9][C@@H:8]([CH3:12])[CH2:7][N:6]1[S:13][C:14]1[CH:15]=[CH:16][C:17]([O:20][CH2:21][C:22]2[CH:29]=[CH:28][CH:27]=[CH:26][C:23]=2[CH3:24])=[CH:18][CH:19]=1)=[O:4]. (2) Given the reactants C(O[C:4](=[NH:25])[C:5]1[CH:10]=[CH:9][C:8]([CH:11]=[C:12]2[CH2:17][CH2:16][N:15]([CH2:18][C:19]3[CH:24]=[CH:23][CH:22]=[CH:21][CH:20]=3)[CH2:14][CH2:13]2)=[CH:7][CH:6]=1)C.[NH3:26], predict the reaction product. The product is: [CH2:18]([N:15]1[CH2:14][CH2:13][C:12](=[CH:11][C:8]2[CH:9]=[CH:10][C:5]([C:4]([NH2:26])=[NH:25])=[CH:6][CH:7]=2)[CH2:17][CH2:16]1)[C:19]1[CH:20]=[CH:21][CH:22]=[CH:23][CH:24]=1. (3) The product is: [CH:15]1([C:13]#[C:14][C:8]([C:7]2[CH:11]=[CH:12][C:4]([N+:1]([O-:3])=[O:2])=[CH:5][CH:6]=2)=[O:9])[CH2:17][CH2:16]1. Given the reactants [N+:1]([C:4]1[CH:12]=[CH:11][C:7]([C:8](Cl)=[O:9])=[CH:6][CH:5]=1)([O-:3])=[O:2].[C:13]([CH:15]1[CH2:17][CH2:16]1)#[CH:14].C(N(CC)CC)C, predict the reaction product. (4) Given the reactants [CH3:1][CH2:2][O:3][C:4]([C@@H:6]1[CH2:10][C:9]([CH2:11][OH:12])=[CH:8][N:7]1[C:13]([O:15][C:16]([CH3:19])([CH3:18])[CH3:17])=[O:14])=[O:5].[CH2:20]([Zn]CC)C.ICI, predict the reaction product. The product is: [CH2:2]([O:3][C:4]([C@@H:6]1[CH2:10][C@@:9]2([CH2:11][OH:12])[C@H:8]([CH2:20]2)[N:7]1[C:13]([O:15][C:16]([CH3:18])([CH3:17])[CH3:19])=[O:14])=[O:5])[CH3:1]. (5) Given the reactants [CH3:1][CH:2]1[NH:7][CH2:6][C:5]2[C:8]([C:11]3[S:12][CH:13]=[CH:14][CH:15]=3)=[N:9][NH:10][C:4]=2[CH2:3]1.[Cl:16][C:17]1[CH:18]=[C:19]([NH:23][C:24](=O)[O:25]C2C=CC=CC=2)[CH:20]=[CH:21][CH:22]=1.O, predict the reaction product. The product is: [Cl:16][C:17]1[CH:18]=[C:19]([NH:23][C:24]([N:7]2[CH:2]([CH3:1])[CH2:3][C:4]3[NH:10][N:9]=[C:8]([C:11]4[S:12][CH:13]=[CH:14][CH:15]=4)[C:5]=3[CH2:6]2)=[O:25])[CH:20]=[CH:21][CH:22]=1. (6) Given the reactants [C:1]12([CH:11]([OH:24])[CH2:12][NH:13][C:14]3[C:15]4[CH2:23][CH2:22][NH:21][CH2:20][C:16]=4[N:17]=[CH:18][N:19]=3)[CH2:10][CH:5]3[CH2:6][CH:7]([CH2:9][CH:3]([CH2:4]3)[CH2:2]1)[CH2:8]2.[C:25]([O:29][C:30]([NH:32][C@@H:33]([C:41](O)=[O:42])[CH2:34][C:35]1[CH:40]=[CH:39][CH:38]=[CH:37][CH:36]=1)=[O:31])([CH3:28])([CH3:27])[CH3:26].O.ON1C2C=CC=CC=2N=N1.Cl.CN(C)CCCN=C=NCC.C(N(CC)C(C)C)(C)C, predict the reaction product. The product is: [C:25]([O:29][C:30](=[O:31])[NH:32][C@H:33]([CH2:34][C:35]1[CH:40]=[CH:39][CH:38]=[CH:37][CH:36]=1)[C:41]([N:21]1[CH2:22][CH2:23][C:15]2[C:14]([NH:13][CH2:12][CH:11]([C:1]34[CH2:2][CH:3]5[CH2:4][CH:5]([CH2:6][CH:7]([CH2:9]5)[CH2:8]3)[CH2:10]4)[OH:24])=[N:19][CH:18]=[N:17][C:16]=2[CH2:20]1)=[O:42])([CH3:28])([CH3:26])[CH3:27]. (7) Given the reactants [N+:1]([C:4]1[CH:5]=[N:6][C:7]2[C:12]([C:13]=1[NH:14][CH2:15][CH2:16][CH2:17][CH2:18][CH2:19][CH2:20][OH:21])=[CH:11][CH:10]=[CH:9][CH:8]=2)([O-:3])=[O:2].CS(C)=O.C(Cl)(=O)C(Cl)=O.C(N(CC)CC)C, predict the reaction product. The product is: [N+:1]([C:4]1[CH:5]=[N:6][C:7]2[C:12]([C:13]=1[NH:14][CH2:15][CH2:16][CH2:17][CH2:18][CH2:19][CH:20]=[O:21])=[CH:11][CH:10]=[CH:9][CH:8]=2)([O-:3])=[O:2].